Dataset: Reaction yield outcomes from USPTO patents with 853,638 reactions. Task: Predict the reaction yield, written as a fraction of the theoretical maximum amount of product (1.0 means a 100% yield; for example, 0.34 means a 34% yield). (1) The reactants are C([N:8]1[C:16]2[C:15](=[O:17])[N:14]([CH2:18][CH2:19][CH2:20][OH:21])[C:13](=[O:22])[N:12]([CH2:23][CH3:24])[C:11]=2[N:10]=[C:9]1[O:25][C:26]1[CH:31]=[CH:30][CH:29]=[C:28]([O:32][C:33]([F:36])([F:35])[F:34])[CH:27]=1)C1C=CC=CC=1.C([O-])=O.[NH4+]. The catalyst is C(O)C.[Pd]. The product is [CH2:23]([N:12]1[C:11]2[N:10]=[C:9]([O:25][C:26]3[CH:31]=[CH:30][CH:29]=[C:28]([O:32][C:33]([F:35])([F:36])[F:34])[CH:27]=3)[NH:8][C:16]=2[C:15](=[O:17])[N:14]([CH2:18][CH2:19][CH2:20][OH:21])[C:13]1=[O:22])[CH3:24]. The yield is 1.00. (2) The reactants are [NH2:1][C:2]1[CH:3]=[C:4]([C:9]2[O:10][C:11]3[C:16]([C:17](=[O:19])[CH:18]=2)=[CH:15][CH:14]=[C:13]([O:20][CH3:21])[C:12]=3[O:22][CH3:23])[CH:5]=[CH:6][C:7]=1[NH2:8].[C:24](=O)(O)[O-].[Na+]. The catalyst is Cl.C(O)=O. The product is [NH:8]1[C:7]2[CH:6]=[CH:5][C:4]([C:9]3[O:10][C:11]4[C:16]([C:17](=[O:19])[CH:18]=3)=[CH:15][CH:14]=[C:13]([O:20][CH3:21])[C:12]=4[O:22][CH3:23])=[CH:3][C:2]=2[N:1]=[CH:24]1. The yield is 0.770. (3) The product is [Cl:1][C:2]1[C:3]([CH3:31])=[N:4][N:5]([C:7]2[N:12]=[CH:11][C:10]([NH:13][CH:14]([CH:26]3[CH2:30][CH2:29][CH2:28][CH2:27]3)[C:15]3[CH:25]=[CH:24][C:18]([C:19]([OH:21])=[O:20])=[CH:17][CH:16]=3)=[CH:9][CH:8]=2)[CH:6]=1. The yield is 0.930. The reactants are [Cl:1][C:2]1[C:3]([CH3:31])=[N:4][N:5]([C:7]2[N:12]=[CH:11][C:10]([NH:13][CH:14]([CH:26]3[CH2:30][CH2:29][CH2:28][CH2:27]3)[C:15]3[CH:25]=[CH:24][C:18]([C:19]([O:21]CC)=[O:20])=[CH:17][CH:16]=3)=[CH:9][CH:8]=2)[CH:6]=1.[OH-].[Na+]. The catalyst is CO.O1CCCC1. (4) The reactants are F[C:2]1C(N)=NC(N)=NC=1.[OH:10][C:11]1[CH:19]=[CH:18][C:17]([N+:20]([O-:22])=[O:21])=[CH:16][C:12]=1[C:13]([OH:15])=[O:14].C(=O)([O-])[O-].[K+].[K+].IC. No catalyst specified. The product is [OH:10][C:11]1[CH:19]=[CH:18][C:17]([N+:20]([O-:22])=[O:21])=[CH:16][C:12]=1[C:13]([O:15][CH3:2])=[O:14]. The yield is 0.770. (5) The reactants are [N:1]1[CH:6]=[CH:5][N:4]=[CH:3][C:2]=1[NH2:7].O=[CH:9][C:10]1[CH:18]=[CH:17][C:15]([OH:16])=[C:12]([O:13][CH3:14])[CH:11]=1.[N+:19]([CH2:21][C:22]1[CH:31]=[CH:30][C:25]2[O:26][CH2:27][CH2:28][O:29][C:24]=2[CH:23]=1)#[C-:20]. No catalyst specified. The product is [O:26]1[CH2:27][CH2:28][O:29][C:24]2[CH:23]=[C:22]([CH2:21][NH:19][C:20]3[N:1]4[CH:6]=[CH:5][N:4]=[CH:3][C:2]4=[N:7][C:9]=3[C:10]3[CH:18]=[CH:17][C:15]([OH:16])=[C:12]([O:13][CH3:14])[CH:11]=3)[CH:31]=[CH:30][C:25]1=2. The yield is 0.0300. (6) The reactants are CN(C)C=O.[CH2:6]([O:13][C:14]1[CH:23]=[C:22]2[C:17]([C:18](=O)[NH:19][CH:20]=[N:21]2)=[CH:16][CH:15]=1)[C:7]1[CH:12]=[CH:11][CH:10]=[CH:9][CH:8]=1.[NH2:25][C:26]1[NH:30][N:29]=[C:28]([CH2:31][C:32]([OH:34])=[O:33])[CH:27]=1. The catalyst is S(Cl)(Cl)=O. The product is [CH2:6]([O:13][C:14]1[CH:23]=[C:22]2[C:17]([C:18]([NH:25][C:26]3[CH:27]=[C:28]([CH2:31][C:32]([OH:34])=[O:33])[NH:29][N:30]=3)=[N:19][CH:20]=[N:21]2)=[CH:16][CH:15]=1)[C:7]1[CH:12]=[CH:11][CH:10]=[CH:9][CH:8]=1. The yield is 0.600.